Predict the reaction yield, written as a fraction of the theoretical maximum amount of product (1.0 means a 100% yield; for example, 0.34 means a 34% yield). From a dataset of Reaction yield outcomes from USPTO patents with 853,638 reactions. (1) The reactants are Br[C:2]1[CH:7]=[CH:6][C:5]([O:8][CH2:9][CH2:10][CH2:11][N:12]2[CH2:17][CH2:16][CH2:15][CH2:14][CH2:13]2)=[C:4]([F:18])[CH:3]=1.CC(C)([O-])C.[Na+].[N:25]1([C:31]([O:33][C:34]([CH3:37])([CH3:36])[CH3:35])=[O:32])[CH2:30][CH2:29][NH:28][CH2:27][CH2:26]1. The catalyst is C1(C)C=CC=CC=1.C1(C)C=CC=CC=1P(C1C=CC=CC=1C)C1C=CC=CC=1C. The product is [F:18][C:4]1[CH:3]=[C:2]([N:28]2[CH2:27][CH2:26][N:25]([C:31]([O:33][C:34]([CH3:37])([CH3:36])[CH3:35])=[O:32])[CH2:30][CH2:29]2)[CH:7]=[CH:6][C:5]=1[O:8][CH2:9][CH2:10][CH2:11][N:12]1[CH2:17][CH2:16][CH2:15][CH2:14][CH2:13]1. The yield is 0.540. (2) The reactants are [OH:1][CH2:2][C@H:3]1[NH:9][CH2:8][C:7]2[CH:10]=[CH:11][CH:12]=[CH:13][C:6]=2[NH:5][CH2:4]1.[CH3:14][C:15]([O:18][C:19](O[C:19]([O:18][C:15]([CH3:17])([CH3:16])[CH3:14])=[O:20])=[O:20])([CH3:17])[CH3:16].CCN(CC)CC.O. The catalyst is CCOC(C)=O. The product is [OH:1][CH2:2][C@@H:3]1[CH2:4][NH:5][C:6]2[CH:13]=[CH:12][CH:11]=[CH:10][C:7]=2[CH2:8][N:9]1[C:19]([O:18][C:15]([CH3:17])([CH3:16])[CH3:14])=[O:20]. The yield is 0.940.